This data is from Catalyst prediction with 721,799 reactions and 888 catalyst types from USPTO. The task is: Predict which catalyst facilitates the given reaction. (1) Reactant: Cl[C:2]1[N:7]=[C:6]2[NH:8][N:9]=[C:10]([C:11]3[CH:16]=[CH:15][N:14]=[C:13]([S:17][CH3:18])[N:12]=3)[C:5]2=[CH:4][N:3]=1.[CH3:19][N:20]([CH3:24])[CH2:21][CH2:22][NH2:23].C(N(CC)CC)C. Product: [CH3:19][N:20]([CH3:24])[CH2:21][CH2:22][NH:23][C:2]1[N:7]=[C:6]2[NH:8][N:9]=[C:10]([C:11]3[CH:16]=[CH:15][N:14]=[C:13]([S:17][CH3:18])[N:12]=3)[C:5]2=[CH:4][N:3]=1. The catalyst class is: 41. (2) Reactant: [Br:1][C:2]1[C:3](C)=[C:4]([CH:8]=[CH:9][CH:10]=1)C(O)=O.CN(C([O:19]N1N=NC2C=CC=CC1=2)=[N+](C)C)C.F[P-](F)(F)(F)(F)F.C[N:37]1[CH2:42]CNCC1.[CH3:43][CH2:44][N:45]([CH:49]([CH3:51])C)[CH:46]([CH3:48])C. Product: [Br:1][C:2]1[CH:3]=[CH:4][C:51]([C:49]([N:45]2[CH2:44][CH2:43][N:37]([CH3:42])[CH2:48][CH2:46]2)=[O:19])=[C:9]([CH3:8])[CH:10]=1. The catalyst class is: 3. (3) Reactant: [Li]CCCC.[CH3:6][N:7]1[CH:11]=[CH:10][N:9]=[CH:8]1.Cl[Si](CC)(CC)CC.[Cl:20][C:21]1[CH:48]=[CH:47][C:24]([C:25]([C:27]2[CH:28]=[CH:29][C:30]3[N:36]([CH3:37])[C:35](=[O:38])[CH2:34][NH:33][CH:32]([C:39]4[CH:44]=[CH:43][CH:42]=[C:41]([Cl:45])[CH:40]=4)[C:31]=3[CH:46]=2)=[O:26])=[CH:23][CH:22]=1. Product: [Cl:45][C:41]1[CH:40]=[C:39]([CH:32]2[C:31]3[CH:46]=[C:27]([C:25]([C:24]4[CH:47]=[CH:48][C:21]([Cl:20])=[CH:22][CH:23]=4)([OH:26])[C:11]4[N:7]([CH3:6])[CH:8]=[N:9][CH:10]=4)[CH:28]=[CH:29][C:30]=3[N:36]([CH3:37])[C:35](=[O:38])[CH2:34][NH:33]2)[CH:44]=[CH:43][CH:42]=1. The catalyst class is: 323.